This data is from Forward reaction prediction with 1.9M reactions from USPTO patents (1976-2016). The task is: Predict the product of the given reaction. (1) Given the reactants [CH3:1][C:2]1[N:25]([CH3:26])[C:5]2[CH:6]=[C:7]([C:22]([OH:24])=O)[C:8]3[CH2:9][CH2:10][C:11]4([NH:20][C:21]=3[C:4]=2[N:3]=1)[CH2:19][C:18]1[C:13](=[CH:14][CH:15]=[CH:16][CH:17]=1)[CH2:12]4.F[B-](F)(F)F.N1(OC(N(C)C)=[N+](C)C)C2C=CC=CC=2N=N1.[CH3:49][O:50][CH2:51][CH2:52][NH:53][CH3:54], predict the reaction product. The product is: [CH3:49][O:50][CH2:51][CH2:52][N:53]([CH3:54])[C:22]([C:7]1[C:8]2[CH2:9][CH2:10][C:11]3([NH:20][C:21]=2[C:4]2[N:3]=[C:2]([CH3:1])[N:25]([CH3:26])[C:5]=2[CH:6]=1)[CH2:12][C:13]1[C:18](=[CH:17][CH:16]=[CH:15][CH:14]=1)[CH2:19]3)=[O:24]. (2) Given the reactants CN(C)C([S:5][C:6]1[CH:7]=[C:8]([CH:11]=[C:12]([S:14]C(=O)N(C)C)[CH:13]=1)[C:9]#[N:10])=O.[OH-].[Na+], predict the reaction product. The product is: [SH:5][C:6]1[CH:7]=[C:8]([CH:11]=[C:12]([SH:14])[CH:13]=1)[C:9]#[N:10].